From a dataset of P-glycoprotein inhibition data for predicting drug efflux from Broccatelli et al.. Regression/Classification. Given a drug SMILES string, predict its absorption, distribution, metabolism, or excretion properties. Task type varies by dataset: regression for continuous measurements (e.g., permeability, clearance, half-life) or binary classification for categorical outcomes (e.g., BBB penetration, CYP inhibition). Dataset: pgp_broccatelli. (1) The molecule is CC(C)N(C[C@@H](O)COc1ccccc1C(=O)CCc1cccc2ccccc12)C(C)C. The result is 1 (inhibitor). (2) The molecule is CCOC(=O)C1=C[C@@]2(CC)CCCN3CCc4c(n1c1ccccc41)[C@H]32. The result is 1 (inhibitor). (3) The compound is O=NN(CCCl)C(=O)NCCCl. The result is 0 (non-inhibitor). (4) The compound is C[C@]12C=CC(=O)C=C1CC[C@H]1[C@@H]3C[C@H](O)[C@@](O)(C(=O)CO)[C@]3(C)C[C@H](O)[C@]12F. The result is 0 (non-inhibitor).